This data is from Catalyst prediction with 721,799 reactions and 888 catalyst types from USPTO. The task is: Predict which catalyst facilitates the given reaction. (1) Reactant: [C:1]1([C:7]#[C:8][C:9]2[CH:10]=[C:11]([C:23]([C:25]([C:27]3[CH:32]=[CH:31][CH:30]=[CH:29][CH:28]=3)=O)=O)[CH:12]=[C:13]([C:15]#[C:16][C:17]3[CH:22]=[CH:21][CH:20]=[CH:19][CH:18]=3)[CH:14]=2)[CH:6]=[CH:5][CH:4]=[CH:3][CH:2]=1.[CH3:33][CH:34]([OH:36])[CH3:35]. Product: [C:1]1([C:7]#[C:8][C:9]2[CH:10]=[C:11]([C:23]3[C:25]([C:27]4[CH:32]=[CH:31][CH:30]=[CH:29][CH:28]=4)=[C:33]([C:9]4[CH:10]=[CH:11][CH:12]=[CH:13][CH:14]=4)[C:34](=[O:36])[C:35]=3[C:1]3[CH:6]=[CH:5][CH:4]=[CH:3][CH:2]=3)[CH:12]=[C:13]([C:15]#[C:16][C:17]3[CH:22]=[CH:21][CH:20]=[CH:19][CH:18]=3)[CH:14]=2)[CH:6]=[CH:5][CH:4]=[CH:3][CH:2]=1. The catalyst class is: 11. (2) Reactant: OC1O[C@H](CO)[C@@H](O[C@@H]2O[C@H](CO)[C@H](O)[C@H](O)[C@H]2O)[C@H](O)[C@H]1O.[Si](=O)=O.[CH3:27][CH2:28][C:29]1[CH:30]=[CH:31][C:32]([CH2:35][CH2:36][O:37][C:38]2[CH:39]=[CH:40][C:41]([CH2:44][CH:45]3[S:51][C:49](=[O:50])[NH:48][C:46]3=[O:47])=[CH:42][CH:43]=2)=[N:33][CH:34]=1.Cl. Product: [CH3:27][CH2:28][C:29]1[CH:30]=[CH:31][C:32]([CH2:35][CH2:36][O:37][C:38]2[CH:39]=[CH:40][C:41]([CH2:44][CH:45]3[S:51][C:49](=[O:50])[NH:48][C:46]3=[O:47])=[CH:42][CH:43]=2)=[N:33][CH:34]=1. The catalyst class is: 6. (3) Reactant: [NH2:1][CH2:2][C@@H:3]1[CH2:7][CH2:6][N:5]([C:8]([O:10][C:11]([CH3:14])([CH3:13])[CH3:12])=[O:9])[CH2:4]1.C(N(C(C)C)CC)(C)C.[F:24][C:25]([F:36])([F:35])[C:26](O[C:26](=[O:27])[C:25]([F:36])([F:35])[F:24])=[O:27]. Product: [F:24][C:25]([F:36])([F:35])[C:26]([NH:1][CH2:2][C@@H:3]1[CH2:7][CH2:6][N:5]([C:8]([O:10][C:11]([CH3:14])([CH3:13])[CH3:12])=[O:9])[CH2:4]1)=[O:27]. The catalyst class is: 2. (4) Reactant: [CH2:1]([N:3]([CH2:20][CH3:21])[CH2:4][CH2:5][N:6]1[CH2:12][CH2:11][CH2:10][C:9]2[NH:13][C:14]([CH:17]=O)=[C:15]([CH3:16])[C:8]=2[C:7]1=[O:19])[CH3:2].[Cl:22][C:23]1[CH:28]=[CH:27][CH:26]=[C:25]([Cl:29])[C:24]=1[CH2:30][S:31]([C:34]1[CH:35]=[C:36]2[C:40](=[CH:41][CH:42]=1)[NH:39][C:38](=[O:43])[CH2:37]2)(=[O:33])=[O:32].N1CCCCC1. Product: [Cl:22][C:23]1[CH:28]=[CH:27][CH:26]=[C:25]([Cl:29])[C:24]=1[CH2:30][S:31]([C:34]1[CH:35]=[C:36]2[C:40](=[CH:41][CH:42]=1)[NH:39][C:38](=[O:43])/[C:37]/2=[CH:17]\[C:14]1[NH:13][C:9]2[CH2:10][CH2:11][CH2:12][N:6]([CH2:5][CH2:4][N:3]([CH2:20][CH3:21])[CH2:1][CH3:2])[C:7](=[O:19])[C:8]=2[C:15]=1[CH3:16])(=[O:32])=[O:33]. The catalyst class is: 8.